From a dataset of Full USPTO retrosynthesis dataset with 1.9M reactions from patents (1976-2016). Predict the reactants needed to synthesize the given product. (1) Given the product [N:21]1[C:22]2[C:27](=[N:26][CH:25]=[CH:24][N:23]=2)[C:18]([NH:17][CH2:16][CH2:15][C:12]2[CH:13]=[CH:14][C:9]([O:8][C:4]3[CH:3]=[C:2]([O:31][CH2:30][C:29]([F:33])([F:32])[F:28])[CH:7]=[CH:6][N:5]=3)=[CH:10][CH:11]=2)=[N:19][CH:20]=1, predict the reactants needed to synthesize it. The reactants are: I[C:2]1[CH:7]=[CH:6][N:5]=[C:4]([O:8][C:9]2[CH:14]=[CH:13][C:12]([CH2:15][CH2:16][NH:17][C:18]3[C:27]4[C:22](=[N:23][CH:24]=[CH:25][N:26]=4)[N:21]=[CH:20][N:19]=3)=[CH:11][CH:10]=2)[CH:3]=1.[F:28][C:29]([F:33])([F:32])[CH2:30][OH:31].C([O-])([O-])=O.[Cs+].[Cs+].N1C2C(=CC=C3C=2N=CC=C3)C=CC=1. (2) Given the product [F:37][C:35]1[CH:34]=[CH:33][C:32]([C:38]([F:39])([F:40])[F:41])=[C:31]([N:30]2[C:11](=[O:12])[C:4]3[C@@H:5]4[C:8]([CH3:10])([CH3:9])[C@@:2]([CH3:1])([CH2:7][CH2:6]4)[C:3]=3[N:29]2[CH3:27])[CH:36]=1, predict the reactants needed to synthesize it. The reactants are: [CH3:1][C@:2]12[C:8]([CH3:10])([CH3:9])[C@H:5]([CH2:6][CH2:7]1)[CH:4]([C:11](Cl)=[O:12])[C:3]2=O.C(N(CC)CC)C.C(O[C:27]([N:29](C)[NH:30][C:31]1[CH:36]=[C:35]([F:37])[CH:34]=[CH:33][C:32]=1[C:38]([F:41])([F:40])[F:39])=O)(C)(C)C.Cl.O1CCOCC1. (3) Given the product [CH3:8][O:9][C:10]1[C:18]2[N:17]=[C:16]([CH2:19][O:20][C:21]3[CH:26]=[CH:25][C:24]([Cl:27])=[CH:23][CH:22]=3)[N:15]([CH2:28][CH2:29][CH2:30][CH:31]3[CH2:32][CH2:33][N:34]([CH2:51][CH2:50][CH2:49][C:43]4[CH:48]=[CH:47][CH:46]=[CH:45][CH:44]=4)[CH2:35][CH2:36]3)[C:14]=2[CH:13]=[CH:12][CH:11]=1, predict the reactants needed to synthesize it. The reactants are: FC(F)(F)C(O)=O.[CH3:8][O:9][C:10]1[C:18]2[N:17]=[C:16]([CH2:19][O:20][C:21]3[CH:26]=[CH:25][C:24]([Cl:27])=[CH:23][CH:22]=3)[N:15]([CH2:28][CH2:29][CH2:30][CH:31]3[CH2:36][CH2:35][NH:34][CH2:33][CH2:32]3)[C:14]=2[CH:13]=[CH:12][CH:11]=1.C(=O)([O-])[O-].[K+].[K+].[C:43]1([CH2:49][CH2:50][CH2:51]Br)[CH:48]=[CH:47][CH:46]=[CH:45][CH:44]=1. (4) Given the product [NH2:14][C:11]1[CH:12]=[C:13]2[C:8]([CH2:7][CH2:6][N:5]2[C:3](=[O:4])[CH2:2][N:27]([CH2:25][CH3:26])[CH2:28][CH2:29][OH:30])=[CH:9][C:10]=1[O:17][CH3:18], predict the reactants needed to synthesize it. The reactants are: Br[CH2:2][C:3]([N:5]1[C:13]2[C:8](=[CH:9][C:10]([O:17][CH3:18])=[C:11]([N+:14]([O-])=O)[CH:12]=2)[CH2:7][CH2:6]1)=[O:4].C([O-])([O-])=O.[K+].[K+].[CH2:25]([NH:27][CH2:28][CH2:29][OH:30])[CH3:26]. (5) Given the product [C:4]([O:3][C:1]([N:8]1[CH2:15][CH2:14][CH2:13][C@@H:9]1[C:10]([N:26]1[CH2:27][CH2:28][CH:23]([CH2:16][C:17]2[CH:22]=[CH:21][CH:20]=[CH:19][CH:18]=2)[CH2:24][CH2:25]1)=[O:12])=[O:2])([CH3:5])([CH3:6])[CH3:7], predict the reactants needed to synthesize it. The reactants are: [C:1]([N:8]1[CH2:15][CH2:14][CH2:13][C@@H:9]1[C:10]([OH:12])=O)([O:3][C:4]([CH3:7])([CH3:6])[CH3:5])=[O:2].[CH2:16]([CH:23]1[CH2:28][CH2:27][NH:26][CH2:25][CH2:24]1)[C:17]1[CH:22]=[CH:21][CH:20]=[CH:19][CH:18]=1.C1C=CC2N(O)N=NC=2C=1.C(Cl)CCl. (6) Given the product [C:12]([C:10]1[CH:9]=[C:8]2[C:3]([N:4]=[CH:5][C:6]([N:16]3[CH2:21][CH2:20][CH:19]([NH:22][S:23]([CH3:26])(=[O:25])=[O:24])[CH2:18][CH2:17]3)=[N:7]2)=[C:2]([C:10]2[C:27](=[O:30])[NH:4][CH:3]=[CH:2][CH:11]=2)[CH:11]=1)([CH3:15])([CH3:14])[CH3:13], predict the reactants needed to synthesize it. The reactants are: Br[C:2]1[CH:11]=[C:10]([C:12]([CH3:15])([CH3:14])[CH3:13])[CH:9]=[C:8]2[C:3]=1[N:4]=[CH:5][C:6]([N:16]1[CH2:21][CH2:20][CH:19]([NH:22][S:23]([CH3:26])(=[O:25])=[O:24])[CH2:18][CH2:17]1)=[N:7]2.[C:27]([O-:30])([O-])=O.[Na+].[Na+]. (7) The reactants are: [Cl:1][C:2]1[CH:7]=[CH:6][C:5]([C:8]2[C:14]3[CH:15]=[C:16]([O:19][CH3:20])[CH:17]=[CH:18][C:13]=3[N:12]3[C:21]([CH3:24])=[N:22][N:23]=[C:11]3[C@H:10]([CH2:25][C:26](O)=[O:27])[N:9]=2)=[CH:4][CH:3]=1.CCN=C=NCCCN(C)C.[NH2:40][CH2:41][CH2:42][O:43][CH2:44][CH2:45][O:46][CH2:47][CH2:48][O:49][CH2:50][CH2:51][O:52][CH2:53][CH2:54][O:55][CH2:56][CH2:57][O:58][CH2:59][CH2:60][O:61][CH2:62][CH2:63][O:64][CH2:65][CH2:66][O:67][CH2:68][CH2:69][OH:70]. Given the product [Cl:1][C:2]1[CH:7]=[CH:6][C:5]([C:8]2[C:14]3[CH:15]=[C:16]([O:19][CH3:20])[CH:17]=[CH:18][C:13]=3[N:12]3[C:21]([CH3:24])=[N:22][N:23]=[C:11]3[C@H:10]([CH2:25][C:26]([NH:40][CH2:41][CH2:42][O:43][CH2:44][CH2:45][O:46][CH2:47][CH2:48][O:49][CH2:50][CH2:51][O:52][CH2:53][CH2:54][O:55][CH2:56][CH2:57][O:58][CH2:59][CH2:60][O:61][CH2:62][CH2:63][O:64][CH2:65][CH2:66][O:67][CH2:68][CH2:69][OH:70])=[O:27])[N:9]=2)=[CH:4][CH:3]=1, predict the reactants needed to synthesize it.